Dataset: NCI-60 drug combinations with 297,098 pairs across 59 cell lines. Task: Regression. Given two drug SMILES strings and cell line genomic features, predict the synergy score measuring deviation from expected non-interaction effect. (1) Drug 2: C1=NC2=C(N=C(N=C2N1C3C(C(C(O3)CO)O)O)F)N. Synergy scores: CSS=3.27, Synergy_ZIP=-7.03, Synergy_Bliss=-9.85, Synergy_Loewe=-9.50, Synergy_HSA=-7.96. Cell line: PC-3. Drug 1: C1=C(C(=O)NC(=O)N1)N(CCCl)CCCl. (2) Drug 1: COC1=C(C=C2C(=C1)N=CN=C2NC3=CC(=C(C=C3)F)Cl)OCCCN4CCOCC4. Drug 2: C(CC(=O)O)C(=O)CN.Cl. Cell line: SF-268. Synergy scores: CSS=21.8, Synergy_ZIP=-5.27, Synergy_Bliss=-2.30, Synergy_Loewe=0.0577, Synergy_HSA=0.492.